Task: Predict the reaction yield, written as a fraction of the theoretical maximum amount of product (1.0 means a 100% yield; for example, 0.34 means a 34% yield).. Dataset: Reaction yield outcomes from USPTO patents with 853,638 reactions (1) The reactants are [CH2:1]([O:3][C:4]1([C:7]2[CH:12]=[CH:11][C:10]([C:13]#[C:14][C:15]3[CH:20]=[CH:19][C:18]([CH2:21][C:22]([O:24]C)=[O:23])=[CH:17][CH:16]=3)=[CH:9][C:8]=2[CH:26]([CH3:28])[CH3:27])[CH2:6][CH2:5]1)[CH3:2].[OH-].[Na+].O.CC#N. The yield is 0.700. The product is [CH2:1]([O:3][C:4]1([C:7]2[CH:12]=[CH:11][C:10]([C:13]#[C:14][C:15]3[CH:16]=[CH:17][C:18]([CH2:21][C:22]([OH:24])=[O:23])=[CH:19][CH:20]=3)=[CH:9][C:8]=2[CH:26]([CH3:27])[CH3:28])[CH2:6][CH2:5]1)[CH3:2]. The catalyst is C(O)C.O1CCCC1. (2) The reactants are CS(O[CH2:6][C@@H:7]1[CH2:11][S:10][C:9]([C:12]2[NH:13][C:14]3[C:19]([CH:20]=2)=[CH:18][C:17]([O:21][CH2:22][CH2:23][O:24][CH3:25])=[CH:16][C:15]=3[N:26]([CH3:36])[S:27]([C:30]2[CH:35]=[CH:34][CH:33]=[CH:32][N:31]=2)(=[O:29])=[O:28])=[N:8]1)(=O)=O.[NH:37]1[CH2:42][CH2:41][O:40][CH2:39][CH2:38]1.C(=O)([O-])[O-].[K+].[K+]. The catalyst is CN(C)C=O. The product is [CH3:25][O:24][CH2:23][CH2:22][O:21][C:17]1[CH:18]=[C:19]2[C:14](=[C:15]([N:26]([CH3:36])[S:27]([C:30]3[CH:35]=[CH:34][CH:33]=[CH:32][N:31]=3)(=[O:29])=[O:28])[CH:16]=1)[NH:13][C:12]([C:9]1[S:10][CH2:11][C@@H:7]([CH2:6][N:37]3[CH2:42][CH2:41][O:40][CH2:39][CH2:38]3)[N:8]=1)=[CH:20]2. The yield is 0.0200. (3) The reactants are [Cl:1][C:2]1[C:3]([F:39])=[C:4]([C@@H:8]2[C@:12]([C:15]3[CH:20]=[CH:19][C:18]([Cl:21])=[CH:17][C:16]=3[F:22])([C:13]#[N:14])[C@H:11]([CH2:23][C:24]([CH3:27])([CH3:26])[CH3:25])[NH:10][C@H:9]2[C:28]([NH:30][C:31]2[O:35][C:34]([C:36](O)=[O:37])=[CH:33][CH:32]=2)=[O:29])[CH:5]=[CH:6][CH:7]=1.[NH4+].[Cl-].CC[N:44]=C=NCCCN(C)C.C1C=CC2N(O)N=NC=2C=1.CCN(CC)CC. The catalyst is CN(C)C=O. The product is [Cl:1][C:2]1[C:3]([F:39])=[C:4]([C@@H:8]2[C@:12]([C:15]3[CH:20]=[CH:19][C:18]([Cl:21])=[CH:17][C:16]=3[F:22])([C:13]#[N:14])[C@H:11]([CH2:23][C:24]([CH3:27])([CH3:25])[CH3:26])[NH:10][C@H:9]2[C:28]([NH:30][C:31]2[O:35][C:34]([C:36]([NH2:44])=[O:37])=[CH:33][CH:32]=2)=[O:29])[CH:5]=[CH:6][CH:7]=1. The yield is 0.500. (4) The yield is 0.940. The catalyst is C(#N)C.O. The reactants are [Br:1][C:2]1[CH:3]=[C:4]([S:8](Cl)(=[O:10])=[O:9])[CH:5]=[CH:6][CH:7]=1.[NH2:12][C:13]1[CH:18]=[CH:17][CH:16]=[CH:15][CH:14]=1.C(=O)([O-])[O-].[Na+].[Na+]. The product is [Br:1][C:2]1[CH:3]=[C:4]([S:8]([NH:12][C:13]2[CH:18]=[CH:17][CH:16]=[CH:15][CH:14]=2)(=[O:10])=[O:9])[CH:5]=[CH:6][CH:7]=1. (5) The reactants are [Cl:1][C:2]1[C:14]([Cl:15])=[CH:13][CH:12]=[C:11]2[C:3]=1[C:4]1[CH2:5][CH2:6][CH:7]([CH3:25])[C:8]([C:21]([F:24])([F:23])[F:22])([O:16][Si](C)(C)C)[C:9]=1[NH:10]2.[OH-].[K+].CCO. The catalyst is C1COCC1.O. The product is [Cl:1][C:2]1[C:14]([Cl:15])=[CH:13][CH:12]=[C:11]2[C:3]=1[C:4]1[CH2:5][CH2:6][CH:7]([CH3:25])[C:8]([C:21]([F:22])([F:23])[F:24])([OH:16])[C:9]=1[NH:10]2. The yield is 0.200. (6) The reactants are [NH2:1][C:2]1[N:7]=[C:6]([O:8][CH2:9][CH3:10])[C:5]([NH2:11])=[C:4]([NH2:12])[N:3]=1.[CH:13]([CH:15]=O)=O. The catalyst is C(O)C. The product is [NH2:1][C:2]1[N:7]=[C:6]([O:8][CH2:9][CH3:10])[C:5]2[C:4](=[N:12][CH:13]=[CH:15][N:11]=2)[N:3]=1. The yield is 0.620. (7) The reactants are [Cl:1][C:2]1[C:3]([F:24])=[C:4]([NH:9][C:10]2[C:19]3[C:14](=[CH:15][C:16](F)=[C:17]([N+:20]([O-:22])=[O:21])[CH:18]=3)[N:13]=[CH:12][N:11]=2)[CH:5]=[CH:6][C:7]=1[F:8].[CH3:25][O-:26].[Na+].O. The catalyst is CO. The product is [Cl:1][C:2]1[C:3]([F:24])=[C:4]([NH:9][C:10]2[C:19]3[C:14](=[CH:15][C:16]([O:26][CH3:25])=[C:17]([N+:20]([O-:22])=[O:21])[CH:18]=3)[N:13]=[CH:12][N:11]=2)[CH:5]=[CH:6][C:7]=1[F:8]. The yield is 0.607.